Dataset: Reaction yield outcomes from USPTO patents with 853,638 reactions. Task: Predict the reaction yield, written as a fraction of the theoretical maximum amount of product (1.0 means a 100% yield; for example, 0.34 means a 34% yield). (1) The reactants are CC([PH+](C(C)(C)C)CCCS([O-])(=O)=O)(C)C.[Cl:17][C:18]1[CH:19]=[C:20](B(O)O)[CH:21]=[N:22][CH:23]=1.Br[C:28]1[CH:37]=[C:36]2[C:31]([CH2:32][CH2:33][CH2:34][C:35]32[N:41]=[C:40]([NH2:42])[C:39]([CH3:43])=[N:38]3)=[CH:30][CH:29]=1.CC1CCCO1.C([O-])([O-])=O.[K+].[K+]. The catalyst is [Na+].[Na+].Cl[Pd+2](Cl)(Cl)Cl. The product is [Cl:17][C:18]1[CH:19]=[C:20]([C:28]2[CH:37]=[C:36]3[C:31]([CH2:32][CH2:33][CH2:34][C:35]43[N:41]=[C:40]([NH2:42])[C:39]([CH3:43])=[N:38]4)=[CH:30][CH:29]=2)[CH:21]=[N:22][CH:23]=1. The yield is 0.330. (2) The reactants are [CH3:1][C:2]([CH3:24])([O:4][C:5]([NH:7][C@@H:8]1[C:16]2[C:11](=[CH:12][CH:13]=[CH:14][CH:15]=2)[CH2:10][C@@H:9]1[O:17][CH:18]1[CH2:23][CH2:22][CH2:21][CH2:20][O:19]1)=[O:6])[CH3:3].[H-].[Na+].[CH3:27]I. The catalyst is CC(N(C)C)=O.C(OCC)(=O)C. The product is [CH3:3][C:2]([CH3:24])([O:4][C:5]([N:7]([C@@H:8]1[C:16]2[C:11](=[CH:12][CH:13]=[CH:14][CH:15]=2)[CH2:10][C@@H:9]1[O:17][CH:18]1[CH2:23][CH2:22][CH2:21][CH2:20][O:19]1)[CH3:27])=[O:6])[CH3:1]. The yield is 0.980. (3) The reactants are C1COCC1.[C:6]1([CH3:14])[CH:11]=[CH:10][C:9]([Mg]Br)=[CH:8][CH:7]=1.C1(P(C2CCCCC2)C2CCCCC2)CCCCC1.CO[C:36]1[CH:37]=[C:38]2[C:43](=[CH:44][CH:45]=1)[CH2:42][CH2:41][CH2:40][CH2:39]2. The catalyst is C(OCOCC)C. The product is [CH3:14][C:6]1[CH:11]=[CH:10][C:9]([C:36]2[CH:37]=[C:38]3[C:43](=[CH:44][CH:45]=2)[CH2:42][CH2:41][CH2:40][CH2:39]3)=[CH:8][CH:7]=1. The yield is 0.640. (4) The reactants are [I:1][C:2]1[CH:3]=[C:4]([CH:6]=[CH:7][CH:8]=1)N.C=O.[C:11](O)(=O)C.[C:15]([BH3-])#[N:16].[Na+]. The yield is 0.740. The catalyst is C(O)C. The product is [I:1][C:2]1[CH:3]=[C:4]([CH:6]=[CH:7][CH:8]=1)[N:16]([CH3:15])[CH3:11]. (5) The reactants are [CH2:1]([O:3][C:4](=[O:13])[CH2:5][CH2:6][CH2:7][CH2:8][CH2:9][C:10]([OH:12])=O)[CH3:2].CN(C(ON1N=NC2C=CC=CC1=2)=[N+](C)C)C.F[P-](F)(F)(F)(F)F.CCN(C(C)C)C(C)C.[NH2:47][C:48]1[CH:53]=[CH:52][CH:51]=[CH:50][C:49]=1[NH:54][C:55](=[O:61])[O:56][C:57]([CH3:60])([CH3:59])[CH3:58]. The catalyst is CN(C=O)C. The product is [C:57]([O:56][C:55]([NH:54][C:49]1[CH:50]=[CH:51][CH:52]=[CH:53][C:48]=1[NH:47][C:10](=[O:12])[CH2:9][CH2:8][CH2:7][CH2:6][CH2:5][C:4]([O:3][CH2:1][CH3:2])=[O:13])=[O:61])([CH3:60])([CH3:58])[CH3:59]. The yield is 0.921.